From a dataset of Reaction yield outcomes from USPTO patents with 853,638 reactions. Predict the reaction yield, written as a fraction of the theoretical maximum amount of product (1.0 means a 100% yield; for example, 0.34 means a 34% yield). (1) The reactants are [C:1]([O:5][C:6]([N:8]1[CH2:12][CH2:11][CH:10]([C:13]2[CH:18]=[CH:17][C:16]([NH2:19])=[CH:15][CH:14]=2)[CH2:9]1)=[O:7])([CH3:4])([CH3:3])[CH3:2].[H-].[Na+].[Br:22][C:23]1[CH:24]=[CH:25][C:26]([CH:29](OS(C(F)(F)F)(=O)=O)[C:30]([F:33])([F:32])[F:31])=[N:27][CH:28]=1. The catalyst is C1COCC1.C(OCC)(=O)C. The product is [C:1]([O:5][C:6]([N:8]1[CH2:12][CH2:11][CH:10]([C:13]2[CH:18]=[CH:17][C:16]([NH:19][CH:29]([C:26]3[CH:25]=[CH:24][C:23]([Br:22])=[CH:28][N:27]=3)[C:30]([F:33])([F:32])[F:31])=[CH:15][CH:14]=2)[CH2:9]1)=[O:7])([CH3:4])([CH3:2])[CH3:3]. The yield is 0.360. (2) The reactants are [N+:1]([C:4]1[CH:5]=[C:6]([CH:9]=[CH:10][CH:11]=1)[CH2:7]Br)([O-:3])=[O:2].[P:12]([O:19]CC)([O:16][CH2:17][CH3:18])[O:13][CH2:14][CH3:15]. The catalyst is C1(C)C=CC=CC=1. The product is [N+:1]([C:4]1[CH:5]=[C:6]([CH:9]=[CH:10][CH:11]=1)[CH2:7][P:12](=[O:19])([O:16][CH2:17][CH3:18])[O:13][CH2:14][CH3:15])([O-:3])=[O:2]. The yield is 0.680. (3) The product is [NH:1]1[CH2:6][CH2:5][CH:4]([C@H:7]([OH:9])[CH3:8])[CH2:3][CH2:2]1. The yield is 0.570. The catalyst is CO.O=[Pt]=O. The reactants are [N:1]1[CH:6]=[CH:5][C:4]([C@H:7]([OH:9])[CH3:8])=[CH:3][CH:2]=1.C(O)(=O)C. (4) The reactants are [CH3:1][O:2][C:3]1[CH:4]=[C:5]([NH:9][C:10]2[CH:15]=[C:14]([N:16]([CH3:18])[CH3:17])[N:13]=[C:12]([N:19]3[CH2:24][CH2:23][NH:22][CH2:21][CH2:20]3)[N:11]=2)[CH:6]=[CH:7][CH:8]=1.[CH:25](=O)[C:26]1[CH:31]=[CH:30][CH:29]=[CH:28][CH:27]=1.C([BH3-])#N.[Na+].C([O-])(O)=O.[Na+]. The catalyst is C(O)(=O)C.CO. The product is [CH2:25]([N:22]1[CH2:23][CH2:24][N:19]([C:12]2[N:11]=[C:10]([NH:9][C:5]3[CH:6]=[CH:7][CH:8]=[C:3]([O:2][CH3:1])[CH:4]=3)[CH:15]=[C:14]([N:16]([CH3:18])[CH3:17])[N:13]=2)[CH2:20][CH2:21]1)[C:26]1[CH:31]=[CH:30][CH:29]=[CH:28][CH:27]=1. The yield is 0.400. (5) The reactants are [CH:1]1([NH:4][C:5]([NH:7][C:8]2[CH:13]=[CH:12][C:11]([O:14][C:15]3[CH:20]=[CH:19][N:18]=[C:17]4[CH:21]=[C:22]([C:24]5[CH:29]=[CH:28][C:27]([CH2:30][N:31]6[CH2:36][CH2:35][NH:34][CH2:33][CH2:32]6)=[CH:26][N:25]=5)[S:23][C:16]=34)=[C:10]([F:37])[CH:9]=2)=[O:6])[CH2:3][CH2:2]1.[CH3:38][NH:39][C:40](=[O:43])[CH:41]=[CH2:42]. The catalyst is C(#N)C.CO.C(Cl)Cl. The product is [OH-:6].[NH4+:4].[CH:1]1([NH:4][C:5](=[O:6])[NH:7][C:8]2[CH:13]=[CH:12][C:11]([O:14][C:15]3[CH:20]=[CH:19][N:18]=[C:17]4[CH:21]=[C:22]([C:24]5[N:25]=[CH:26][C:27]([CH2:30][N:31]6[CH2:32][CH2:33][N:34]([CH2:42][CH2:41][C:40]([NH:39][CH3:38])=[O:43])[CH2:35][CH2:36]6)=[CH:28][CH:29]=5)[S:23][C:16]=34)=[C:10]([F:37])[CH:9]=2)[CH2:3][CH2:2]1. The yield is 0.0200.